From a dataset of Peptide-MHC class II binding affinity with 134,281 pairs from IEDB. Regression. Given a peptide amino acid sequence and an MHC pseudo amino acid sequence, predict their binding affinity value. This is MHC class II binding data. The peptide sequence is GPDNPGEPLVLKEGI. The MHC is DRB1_0901 with pseudo-sequence DRB1_0901. The binding affinity (normalized) is 0.236.